The task is: Predict the product of the given reaction.. This data is from Forward reaction prediction with 1.9M reactions from USPTO patents (1976-2016). (1) The product is: [Cl:12][C:8]1[CH:7]=[CH:6][C:5]2[C:10](=[CH:11][C:2]([Cl:1])=[CH:3][CH:4]=2)[N:9]=1. Given the reactants [Cl:1][C:2]1[CH:11]=[C:10]2[C:5]([CH:6]=[CH:7][CH:8]=[N:9]2)=[CH:4][CH:3]=1.[Cl:12]C1C=C(C=CC=1)C(OO)=O.[OH-].[Na+].P(Cl)(Cl)(Cl)=O, predict the reaction product. (2) Given the reactants [NH2:1][C:2]1[CH:10]=[CH:9][C:8]([CH2:11][CH3:12])=[CH:7][C:3]=1[C:4]([OH:6])=[O:5].Cl[Si](C)(C)C.N1C=CC=CC=1.[C:24]1([S:30](Cl)(=[O:32])=[O:31])[CH:29]=[CH:28][CH:27]=[CH:26][CH:25]=1, predict the reaction product. The product is: [CH2:11]([C:8]1[CH:9]=[CH:10][C:2]([NH:1][S:30]([C:24]2[CH:29]=[CH:28][CH:27]=[CH:26][CH:25]=2)(=[O:32])=[O:31])=[C:3]([CH:7]=1)[C:4]([OH:6])=[O:5])[CH3:12]. (3) The product is: [Cl:18][C:19]1[CH:24]=[CH:23][C:22]([C:2]2[C:7]([O:17][CH2:16][C:13]3([CH3:12])[CH2:15][CH2:14]3)=[N:6][CH:5]=[C:4]([CH:3]=2)[C:9]([NH:29][C@@H:30]2[CH2:35][CH2:34][CH2:33][CH2:32][C@H:31]2[OH:36])=[O:11])=[CH:21][CH:20]=1. Given the reactants Br[C:2]1[CH:3]=[C:4]([C:9]([OH:11])=O)[CH:5]=[N:6][C:7]=1Cl.[CH3:12][C:13]1([CH2:16][OH:17])[CH2:15][CH2:14]1.[Cl:18][C:19]1[CH:24]=[CH:23][C:22](B(O)O)=[CH:21][CH:20]=1.Cl.[NH2:29][C@@H:30]1[CH2:35][CH2:34][CH2:33][CH2:32][C@H:31]1[OH:36], predict the reaction product. (4) The product is: [O:12]=[C:10]1[C:9]2[CH:13]=[CH:14][CH:15]=[CH:16][C:8]=2[O:7][C:6]2[CH:17]=[CH:18][C:3]([CH:2]=[O:1])=[CH:4][C:5]=2[NH:11]1. Given the reactants [OH:1][CH2:2][C:3]1[CH:18]=[CH:17][C:6]2[O:7][C:8]3[CH:16]=[CH:15][CH:14]=[CH:13][C:9]=3[C:10](=[O:12])[NH:11][C:5]=2[CH:4]=1.C[N+]1([O-])CCOCC1, predict the reaction product. (5) Given the reactants CN1[C:15]2[C:10](=[CH:11][CH:12]=[CH:13][CH:14]=2)[CH:9]([C:16](Cl)=O)[C:8]2[CH:7]=[CH:6][CH:5]=CC1=2.[CH3:19][N:20]1[C:33]2[C:28](=[CH:29][CH:30]=[CH:31][CH:32]=2)[CH:27]([C:34]([O:36]C)=[O:35])[C:26]2[CH:25]=[CH:24][CH:23]=[CH:22][C:21]1=2, predict the reaction product. The product is: [CH3:19][N:20]1[C:33]2[C:28](=[CH:29][CH:30]=[CH:31][CH:32]=2)[CH:27]([C:34]([OH:36])=[O:35])[C:26]2[CH:25]=[CH:24][CH:23]=[CH:22][C:21]1=2.[CH:13]1[CH:12]=[CH:11][C:10]([C:9]2[CH:16]=[CH:5][CH:6]=[CH:7][CH:8]=2)=[CH:15][CH:14]=1. (6) Given the reactants [C:1]([C:5]1[CH:6]=[C:7]([NH2:13])[C:8](=[CH:11][CH:12]=1)[O:9][CH3:10])([CH3:4])([CH3:3])[CH3:2].[C:14]([O-:17])(O)=O.[Na+].C(Cl)(Cl)=O.[N-]=C=O.[NH2:26][C:27]1[C:36]2[C:31](=[CH:32][CH:33]=[CH:34][CH:35]=2)[C:30]([N:37]2[C:45]3[CH:44]=[CH:43][N:42]=[CH:41][C:40]=3[CH:39]=[CH:38]2)=[CH:29][CH:28]=1, predict the reaction product. The product is: [C:1]([C:5]1[CH:12]=[CH:11][C:8]([O:9][CH3:10])=[C:7]([NH:13][C:14]([NH:26][C:27]2[C:36]3[C:31](=[CH:32][CH:33]=[CH:34][CH:35]=3)[C:30]([N:37]3[C:45]4[CH:44]=[CH:43][N:42]=[CH:41][C:40]=4[CH:39]=[CH:38]3)=[CH:29][CH:28]=2)=[O:17])[CH:6]=1)([CH3:4])([CH3:2])[CH3:3].